From a dataset of Full USPTO retrosynthesis dataset with 1.9M reactions from patents (1976-2016). Predict the reactants needed to synthesize the given product. (1) Given the product [F:27][C:5]1[CH:4]=[CH:3][C:2]([N:28]2[CH2:32][CH2:31][NH:30][C:29]2=[O:33])=[CH:7][C:6]=1[CH2:8][CH2:9][N:10]1[CH2:15][CH2:14][N:13]([C:16]2[CH:25]=[CH:24][CH:23]=[C:22]3[C:17]=2[CH:18]=[CH:19][C:20]([CH3:26])=[N:21]3)[CH2:12][CH2:11]1, predict the reactants needed to synthesize it. The reactants are: Br[C:2]1[CH:3]=[CH:4][C:5]([F:27])=[C:6]([CH2:8][CH2:9][N:10]2[CH2:15][CH2:14][N:13]([C:16]3[CH:25]=[CH:24][CH:23]=[C:22]4[C:17]=3[CH:18]=[CH:19][C:20]([CH3:26])=[N:21]4)[CH2:12][CH2:11]2)[CH:7]=1.[NH:28]1[CH2:32][CH2:31][NH:30][C:29]1=[O:33]. (2) Given the product [Cl:23][C:20]1[N:19]=[CH:18][C:17]([CH2:16][C:5]([CH2:4][CH2:3][C:2]([F:1])=[C:10]([F:11])[F:12])([C:6]#[N:7])[C:8]#[N:9])=[CH:22][CH:21]=1, predict the reactants needed to synthesize it. The reactants are: [F:1][C:2](=[C:10]([F:12])[F:11])[CH2:3][CH2:4][CH:5]([C:8]#[N:9])[C:6]#[N:7].[H-].[Na+].Br[CH2:16][C:17]1[CH:18]=[N:19][C:20]([Cl:23])=[CH:21][CH:22]=1. (3) Given the product [OH:1][C:2]1[C:7]([Cl:12])=[CH:6][C:5]([N+:8]([O-:10])=[O:9])=[CH:4][N:3]=1, predict the reactants needed to synthesize it. The reactants are: [OH:1][C:2]1[CH:7]=[CH:6][C:5]([N+:8]([O-:10])=[O:9])=[CH:4][N:3]=1.Cl.[Cl:12]([O-])(=O)=O.[Na+]. (4) The reactants are: [Br:1][C:2]1[CH:26]=[CH:25][C:5]([CH2:6][C:7]23[CH2:24][CH2:23][CH2:22][CH:21]=[C:8]2[N:9]([C:13]2[CH:18]=[C:17]([Cl:19])[CH:16]=[C:15]([Cl:20])[CH:14]=2)[C:10](=[O:12])[NH:11]3)=[CH:4][CH:3]=1.[H-].[Na+].[CH3:29]I. Given the product [Br:1][C:2]1[CH:26]=[CH:25][C:5]([CH2:6][C:7]23[CH2:24][CH2:23][CH2:22][CH:21]=[C:8]2[N:9]([C:13]2[CH:14]=[C:15]([Cl:20])[CH:16]=[C:17]([Cl:19])[CH:18]=2)[C:10](=[O:12])[N:11]3[CH3:29])=[CH:4][CH:3]=1, predict the reactants needed to synthesize it. (5) Given the product [C:1]([N:4]1[C:12]2[C:7](=[CH:8][CH:9]=[CH:10][CH:11]=2)[C:6](=[C:17]([O:16][CH2:15][CH3:14])[C:18]2[CH:23]=[CH:22][CH:21]=[CH:20][CH:19]=2)[C:5]1=[O:13])(=[O:3])[CH3:2], predict the reactants needed to synthesize it. The reactants are: [C:1]([N:4]1[C:12]2[C:7](=[CH:8][CH:9]=[CH:10][CH:11]=2)[CH2:6][C:5]1=[O:13])(=[O:3])[CH3:2].[CH3:14][CH2:15][O:16][C:17](OCC)(OCC)[C:18]1[CH:23]=[CH:22][CH:21]=[CH:20][CH:19]=1. (6) Given the product [CH3:35][O:36][C:37]1[CH:38]=[C:39]([NH:43][C:44](=[O:70])[NH:45][C:46]2[CH:47]=[CH:48][C:49]([C:52]3[CH:60]=[C:59]4[C:55]([CH2:56][N:57]([C@@H:62]([CH:67]([CH3:68])[CH3:69])[C:63]([OH:65])=[O:64])[C:58]4=[O:61])=[CH:54][CH:53]=3)=[CH:50][CH:51]=2)[CH:40]=[CH:41][CH:42]=1, predict the reactants needed to synthesize it. The reactants are: FC1C=CC(NC(=O)NC2C=CC(C3C=C4C(CN([C@@H](C(C)C)C(O)=O)C4=O)=CC=3)=CC=2)=CC=1.[CH3:35][O:36][C:37]1[CH:38]=[C:39]([NH:43][C:44](=[O:70])[NH:45][C:46]2[CH:51]=[CH:50][C:49]([C:52]3[CH:60]=[C:59]4[C:55]([CH2:56][N:57]([C@@H:62]([CH:67]([CH3:69])[CH3:68])[C:63]([O:65]C)=[O:64])[C:58]4=[O:61])=[CH:54][CH:53]=3)=[CH:48][CH:47]=2)[CH:40]=[CH:41][CH:42]=1.